Dataset: NCI-60 drug combinations with 297,098 pairs across 59 cell lines. Task: Regression. Given two drug SMILES strings and cell line genomic features, predict the synergy score measuring deviation from expected non-interaction effect. (1) Drug 1: C1=C(C(=O)NC(=O)N1)N(CCCl)CCCl. Drug 2: C1CNP(=O)(OC1)N(CCCl)CCCl. Cell line: SF-268. Synergy scores: CSS=43.3, Synergy_ZIP=6.91, Synergy_Bliss=6.14, Synergy_Loewe=-11.8, Synergy_HSA=4.61. (2) Drug 1: CC1=C(C(=O)C2=C(C1=O)N3CC4C(C3(C2COC(=O)N)OC)N4)N. Drug 2: C(CN)CNCCSP(=O)(O)O. Cell line: SK-MEL-2. Synergy scores: CSS=56.2, Synergy_ZIP=-3.66, Synergy_Bliss=-7.92, Synergy_Loewe=-60.3, Synergy_HSA=-9.09. (3) Drug 1: CC(CN1CC(=O)NC(=O)C1)N2CC(=O)NC(=O)C2. Drug 2: CS(=O)(=O)OCCCCOS(=O)(=O)C. Cell line: U251. Synergy scores: CSS=38.7, Synergy_ZIP=-11.2, Synergy_Bliss=-1.32, Synergy_Loewe=-4.10, Synergy_HSA=1.33. (4) Drug 1: CC1C(C(CC(O1)OC2CC(CC3=C2C(=C4C(=C3O)C(=O)C5=C(C4=O)C(=CC=C5)OC)O)(C(=O)CO)O)N)O.Cl. Drug 2: C1=C(C(=O)NC(=O)N1)F. Cell line: MCF7. Synergy scores: CSS=23.7, Synergy_ZIP=1.13, Synergy_Bliss=1.15, Synergy_Loewe=-1.13, Synergy_HSA=-0.759. (5) Drug 1: C1CCN(CC1)CCOC2=CC=C(C=C2)C(=O)C3=C(SC4=C3C=CC(=C4)O)C5=CC=C(C=C5)O. Drug 2: COCCOC1=C(C=C2C(=C1)C(=NC=N2)NC3=CC=CC(=C3)C#C)OCCOC.Cl. Cell line: RPMI-8226. Synergy scores: CSS=-7.71, Synergy_ZIP=6.72, Synergy_Bliss=5.02, Synergy_Loewe=-7.43, Synergy_HSA=-6.07. (6) Drug 1: COC1=C(C=C2C(=C1)N=CN=C2NC3=CC(=C(C=C3)F)Cl)OCCCN4CCOCC4. Drug 2: CCC1=CC2CC(C3=C(CN(C2)C1)C4=CC=CC=C4N3)(C5=C(C=C6C(=C5)C78CCN9C7C(C=CC9)(C(C(C8N6C)(C(=O)OC)O)OC(=O)C)CC)OC)C(=O)OC.C(C(C(=O)O)O)(C(=O)O)O. Cell line: HCT116. Synergy scores: CSS=60.3, Synergy_ZIP=7.07, Synergy_Bliss=6.67, Synergy_Loewe=-7.52, Synergy_HSA=8.69.